Dataset: KCNQ2 potassium channel screen with 302,405 compounds. Task: Binary Classification. Given a drug SMILES string, predict its activity (active/inactive) in a high-throughput screening assay against a specified biological target. (1) The drug is O=c1n(c2c3c([nH]1)cccc3ccc2)CC. The result is 0 (inactive). (2) The drug is s1c(CNC(=O)CN(CC)C(=O)CCC(=O)c2ccc(F)cc2)ccc1. The result is 0 (inactive). (3) The compound is O1CCN(CC1)CCNc1nc(N2CCOCC2)nc(n1)NCc1ccccc1. The result is 0 (inactive). (4) The result is 0 (inactive). The molecule is P([O-])(=O)(C1Cc2c(C1)cccc2)CN1CCCCCC1.